Dataset: Catalyst prediction with 721,799 reactions and 888 catalyst types from USPTO. Task: Predict which catalyst facilitates the given reaction. (1) Reactant: [C:1]([O:5][C:6]([NH:8][C:9]1[C:18]2[C:13](=[CH:14][CH:15]=[CH:16][CH:17]=2)[C:12]([O:19][C:20]2[CH:25]=[CH:24][N:23]=[C:22]([NH:26][C:27]3[CH:28]=[C:29]([CH:33]=[C:34]([C:36]#[CH:37])[CH:35]=3)[C:30]([OH:32])=O)[N:21]=2)=[CH:11][CH:10]=1)=[O:7])([CH3:4])([CH3:3])[CH3:2].CN(C(ON1N=[N:53][C:48]2[CH:49]=[CH:50][CH:51]=[N:52][C:47]1=2)=[N+](C)C)C.F[P-](F)(F)(F)(F)F.CCN([CH:68]([CH3:70])C)C(C)C.CN(C=[O:75])C. Product: [C:36]([C:34]1[CH:35]=[C:27]([NH:26][C:22]2[N:21]=[C:20]([O:19][C:12]3[C:13]4[C:18](=[CH:17][CH:16]=[CH:15][CH:14]=4)[C:9]([NH:8][C:6](=[O:7])[O:5][C:1]([CH3:3])([CH3:4])[CH3:2])=[CH:10][CH:11]=3)[CH:25]=[CH:24][N:23]=2)[CH:28]=[C:29]([C:30](=[O:32])[NH:53][C@@H:48]([CH3:49])[CH2:47][N:52]2[CH2:51][CH2:50][O:75][CH2:68][CH2:70]2)[CH:33]=1)#[CH:37]. The catalyst class is: 6. (2) Reactant: [CH:1]1[C:6]([NH:7][CH2:8][CH2:9][NH:10][CH2:11][CH2:12][OH:13])=[C:5]2[C:14]([C:16]3[C:21]([C:22](=[O:23])[C:4]2=[C:3]([NH:26][CH2:27][CH2:28][NH:29][CH2:30][CH2:31][OH:32])[CH:2]=1)=[C:20]([OH:24])[CH:19]=[CH:18][C:17]=3[OH:25])=[O:15].Cl.C(N(CC)CC)C. Product: [CH:2]1[C:3]([NH:26][CH2:27][CH2:28][NH:29][CH2:30][CH2:31][OH:32])=[C:4]2[C:22]([C:21]3[C:20]([OH:24])=[CH:19][CH:18]=[C:17]([OH:25])[C:16]=3[C:14](=[O:15])[C:5]2=[C:6]([NH:7][CH2:8][CH2:9][NH:10][CH2:11][CH2:12][OH:13])[CH:1]=1)=[O:23]. The catalyst class is: 10. (3) Reactant: [Cl:1][CH2:2][C:3]([N:5]1[CH2:10][CH2:9][CH:8]([NH:11]C(=O)OC(C)(C)C)[CH2:7][CH2:6]1)=[O:4].[C:19]([OH:25])([C:21]([F:24])([F:23])[F:22])=[O:20]. The catalyst class is: 2. Product: [F:22][C:21]([F:24])([F:23])[C:19]([OH:25])=[O:20].[Cl:1][CH2:2][C:3]([N:5]1[CH2:10][CH2:9][CH:8]([NH2:11])[CH2:7][CH2:6]1)=[O:4].